This data is from Catalyst prediction with 721,799 reactions and 888 catalyst types from USPTO. The task is: Predict which catalyst facilitates the given reaction. Reactant: [C:1](C1CC1(N)C(O)=O)([O:3][C:4]([CH3:7])([CH3:6])[CH3:5])=[O:2].C([N:17](CC)CC)C.C(OC(Cl)=O)C.[NH3:28].[CH2:29]1[CH2:33][O:32][CH2:31][CH2:30]1. Product: [C:4]([O:3][C:1](=[O:2])[NH:28][C:29]1([C:33](=[O:32])[NH2:17])[CH2:30][CH2:31]1)([CH3:7])([CH3:6])[CH3:5]. The catalyst class is: 12.